Dataset: Human liver microsome stability data. Task: Regression/Classification. Given a drug SMILES string, predict its absorption, distribution, metabolism, or excretion properties. Task type varies by dataset: regression for continuous measurements (e.g., permeability, clearance, half-life) or binary classification for categorical outcomes (e.g., BBB penetration, CYP inhibition). Dataset: hlm. (1) The result is 0 (unstable in human liver microsomes). The drug is C=C(C)[C@@H]1CC[C@]2(C(=O)NCCN(C(C)C)C(C)C)CC[C@]3(C)[C@H](CC[C@@H]4[C@@]5(C)CC=C(c6ccc(C(=O)O)cc6)C(C)(C)[C@@H]5CC[C@]43C)[C@@H]12. (2) The molecule is Cc1nc(-c2ccc(C(c3nnnn3Cc3ccccc3)N3CCCN(C4CCC4)CC3)cc2)cs1. The result is 1 (stable in human liver microsomes). (3) The drug is O=C(C=Cc1cc(Cl)ccc1-n1cnnn1)N[C@@H](Cc1ccccc1)C(=O)Nc1ccc(-c2nc[nH]n2)cc1. The result is 0 (unstable in human liver microsomes). (4) The compound is O=C(O)c1cccc(-c2cnc(Nc3ccccc3F)o2)c1. The result is 0 (unstable in human liver microsomes). (5) The compound is CCN(C(=O)CCC(=O)Nc1ccc(-c2ccc(CC(=O)O)cc2)cc1Cl)c1ccc(C(C)(C)C)cc1Cl. The result is 1 (stable in human liver microsomes).